This data is from Full USPTO retrosynthesis dataset with 1.9M reactions from patents (1976-2016). The task is: Predict the reactants needed to synthesize the given product. (1) Given the product [NH2:9][C:4]1[CH:3]=[C:2]([N:16]2[CH2:17][CH2:18][C@H:14]([N:13]([CH3:19])[CH3:12])[CH2:15]2)[CH:7]=[CH:6][C:5]=1[CH3:8], predict the reactants needed to synthesize it. The reactants are: Br[C:2]1[CH:7]=[CH:6][C:5]([CH3:8])=[C:4]([N+:9]([O-])=O)[CH:3]=1.[CH3:12][N:13]([CH3:19])[C@H:14]1[CH2:18][CH2:17][NH:16][CH2:15]1. (2) Given the product [CH3:18][N:16]1[CH:17]=[C:13]([C:9]2[O:10][C:11]([CH3:12])=[C:7]([CH:2]([NH:19][C:20]3[CH:29]=[CH:28][C:23]([C:24]([OH:26])=[O:25])=[CH:22][CH:21]=3)[CH2:3][CH:4]([CH3:6])[CH3:5])[CH:8]=2)[CH:14]=[N:15]1, predict the reactants needed to synthesize it. The reactants are: Cl[CH:2]([C:7]1[CH:8]=[C:9]([C:13]2[CH:14]=[N:15][N:16]([CH3:18])[CH:17]=2)[O:10][C:11]=1[CH3:12])[CH2:3][CH:4]([CH3:6])[CH3:5].[NH2:19][C:20]1[CH:29]=[CH:28][C:23]([C:24]([O:26]C)=[O:25])=[CH:22][CH:21]=1.C(=O)([O-])[O-].[Na+].[Na+].[I-].[Na+]. (3) Given the product [CH2:36]([NH:35][C:32]([CH:30]1[O:29][C:10]2([CH2:11][CH2:12][N:13]([C:16](=[O:28])[C:17]3[CH:22]=[CH:21][C:20]([O:23][CH:24]([CH3:25])[CH3:26])=[C:19]([CH3:27])[CH:18]=3)[CH2:14][CH2:15]2)[CH2:9][N:8]([CH2:1][C:2]2[CH:7]=[CH:6][CH:5]=[CH:4][CH:3]=2)[CH2:31]1)=[O:34])[C:37]([CH3:38])=[O:39], predict the reactants needed to synthesize it. The reactants are: [CH2:1]([N:8]1[CH2:31][CH:30]([C:32]([OH:34])=O)[O:29][C:10]2([CH2:15][CH2:14][N:13]([C:16](=[O:28])[C:17]3[CH:22]=[CH:21][C:20]([O:23][CH:24]([CH3:26])[CH3:25])=[C:19]([CH3:27])[CH:18]=3)[CH2:12][CH2:11]2)[CH2:9]1)[C:2]1[CH:7]=[CH:6][CH:5]=[CH:4][CH:3]=1.[NH2:35][CH2:36][C:37](=[O:39])[CH3:38].C(P1(=O)OP(CCC)(=O)OP(CCC)(=O)O1)CC.CC1CCCO1. (4) Given the product [NH2:22][C:23]1[N:24]=[CH:25][C:26]([C:2]2[C:3]([CH3:21])=[CH:4][N:5]3[C:10]([C:11]=2[CH3:12])=[C:9]([CH:13]2[CH2:15][CH2:14]2)[CH:8]=[C:7]([C:16]([O:18][CH3:19])=[O:17])[C:6]3=[O:20])=[CH:27][CH:28]=1, predict the reactants needed to synthesize it. The reactants are: Cl[C:2]1[C:3]([CH3:21])=[CH:4][N:5]2[C:10]([C:11]=1[CH3:12])=[C:9]([CH:13]1[CH2:15][CH2:14]1)[CH:8]=[C:7]([C:16]([O:18][CH3:19])=[O:17])[C:6]2=[O:20].[NH2:22][C:23]1[CH:28]=[CH:27][C:26](B2OC(C)(C)C(C)(C)O2)=[CH:25][N:24]=1.